This data is from Full USPTO retrosynthesis dataset with 1.9M reactions from patents (1976-2016). The task is: Predict the reactants needed to synthesize the given product. (1) Given the product [S:3]1[CH:4]=[CH:5][N:6]=[C:2]1[N:7]1[CH2:12][CH2:11][CH:10]([C:13]([O:15][CH2:16][CH3:17])=[O:14])[CH2:9][CH2:8]1, predict the reactants needed to synthesize it. The reactants are: Br[C:2]1[S:3][CH:4]=[CH:5][N:6]=1.[NH:7]1[CH2:12][CH2:11][CH:10]([C:13]([O:15][CH2:16][CH3:17])=[O:14])[CH2:9][CH2:8]1. (2) Given the product [N+:28]([C:25]1[CH:26]=[CH:27][C:22]([O:7][CH:8]2[CH2:9][CH2:10][CH:11]([C:14]([O:16][C:17]([CH3:20])([CH3:19])[CH3:18])=[O:15])[CH2:12][CH2:13]2)=[N:23][CH:24]=1)([O-:30])=[O:29], predict the reactants needed to synthesize it. The reactants are: CC(C)([O-])C.[K+].[OH:7][CH:8]1[CH2:13][CH2:12][CH:11]([C:14]([O:16][C:17]([CH3:20])([CH3:19])[CH3:18])=[O:15])[CH2:10][CH2:9]1.F[C:22]1[CH:27]=[CH:26][C:25]([N+:28]([O-:30])=[O:29])=[CH:24][N:23]=1.